Predict which catalyst facilitates the given reaction. From a dataset of Catalyst prediction with 721,799 reactions and 888 catalyst types from USPTO. Reactant: C([O:3][C:4]([C:6]1[S:7][C:8]2[CH2:9][CH2:10][O:11][C:12]3[CH:19]=[CH:18][C:17]([F:20])=[CH:16][C:13]=3[C:14]=2[N:15]=1)=[O:5])C.[OH-].[Li+]. Product: [F:20][C:17]1[CH:18]=[CH:19][C:12]2[O:11][CH2:10][CH2:9][C:8]3[S:7][C:6]([C:4]([OH:5])=[O:3])=[N:15][C:14]=3[C:13]=2[CH:16]=1. The catalyst class is: 1.